From a dataset of Reaction yield outcomes from USPTO patents with 853,638 reactions. Predict the reaction yield, written as a fraction of the theoretical maximum amount of product (1.0 means a 100% yield; for example, 0.34 means a 34% yield). (1) The reactants are [CH3:1][O:2][C:3]([C:5]1[S:6][C:7]([CH:35]2[CH2:40][CH2:39][C:38]([CH3:42])([CH3:41])[CH2:37][CH2:36]2)=[CH:8][C:9]=1[N:10]([C:26]([C@H:28]1[CH2:33][CH2:32][C@H:31]([CH3:34])[CH2:30][CH2:29]1)=[O:27])[C@H:11]1[CH2:16][CH2:15][C@H:14]([N:17]2[CH:21]=[C:20]([Si](C)(C)C)[N:19]=[N:18]2)[CH2:13][CH2:12]1)=[O:4].CCCC[N+](CCCC)(CCCC)CCCC.[F-].O.[Cl-].[NH4+]. The catalyst is C1COCC1. The product is [CH3:1][O:2][C:3]([C:5]1[S:6][C:7]([CH:35]2[CH2:36][CH2:37][C:38]([CH3:41])([CH3:42])[CH2:39][CH2:40]2)=[CH:8][C:9]=1[N:10]([C:26]([C@H:28]1[CH2:33][CH2:32][C@H:31]([CH3:34])[CH2:30][CH2:29]1)=[O:27])[C@H:11]1[CH2:12][CH2:13][C@H:14]([N:17]2[CH:21]=[CH:20][N:19]=[N:18]2)[CH2:15][CH2:16]1)=[O:4]. The yield is 0.550. (2) The reactants are [F:1][CH:2]([F:33])[O:3][C:4]1[CH:5]=[C:6]([N:20]2[C:24]3=[N:25][CH:26]=[CH:27][CH:28]=[C:23]3[C:22]([C:29]([O:31]C)=O)=[N:21]2)[CH:7]=[C:8]([C:10]#[C:11][C@:12]2([OH:19])[CH2:16][CH2:15][N:14]([CH3:17])[C:13]2=[O:18])[CH:9]=1.[NH3:34]. The catalyst is CO. The product is [F:33][CH:2]([F:1])[O:3][C:4]1[CH:5]=[C:6]([N:20]2[C:24]3=[N:25][CH:26]=[CH:27][CH:28]=[C:23]3[C:22]([C:29]([NH2:34])=[O:31])=[N:21]2)[CH:7]=[C:8]([C:10]#[C:11][C@:12]2([OH:19])[CH2:16][CH2:15][N:14]([CH3:17])[C:13]2=[O:18])[CH:9]=1. The yield is 0.110.